This data is from Tyrosyl-DNA phosphodiesterase HTS with 341,365 compounds. The task is: Binary Classification. Given a drug SMILES string, predict its activity (active/inactive) in a high-throughput screening assay against a specified biological target. (1) The compound is S(c1nc(nc(c1)C(F)(F)F)NC)c1ccccc1. The result is 0 (inactive). (2) The compound is Brc1ccc(/C(=N/NC(=O)c2cc(N3CCCC3=O)ccc2)C)cc1. The result is 0 (inactive). (3) The compound is O=C(NNC1=Nc2c(N(C(C1)C)C)cccc2)c1ccccc1. The result is 0 (inactive). (4) The drug is O=C(N(c1c(n(Cc2ccccc2)c(=O)[nH]c1=O)N)CC)CN1CCC(=CC1)c1ccccc1. The result is 0 (inactive). (5) The compound is S(Oc1c(cccc1)/C=N\Nc1ccc(cc1)C(O)=O)(=O)(=O)c1ccc(cc1)C. The result is 0 (inactive).